This data is from NCI-60 drug combinations with 297,098 pairs across 59 cell lines. The task is: Regression. Given two drug SMILES strings and cell line genomic features, predict the synergy score measuring deviation from expected non-interaction effect. (1) Drug 1: CN(C)C1=NC(=NC(=N1)N(C)C)N(C)C. Drug 2: C1=CC=C(C=C1)NC(=O)CCCCCCC(=O)NO. Cell line: SF-295. Synergy scores: CSS=0.386, Synergy_ZIP=-3.43, Synergy_Bliss=-4.68, Synergy_Loewe=-4.99, Synergy_HSA=-4.96. (2) Drug 1: CN1C2=C(C=C(C=C2)N(CCCl)CCCl)N=C1CCCC(=O)O.Cl. Drug 2: CC12CCC3C(C1CCC2OP(=O)(O)O)CCC4=C3C=CC(=C4)OC(=O)N(CCCl)CCCl.[Na+]. Cell line: SW-620. Synergy scores: CSS=3.04, Synergy_ZIP=0.276, Synergy_Bliss=1.01, Synergy_Loewe=-0.338, Synergy_HSA=-0.893. (3) Drug 1: C1=CC(=CC=C1C#N)C(C2=CC=C(C=C2)C#N)N3C=NC=N3. Drug 2: COC1=C2C(=CC3=C1OC=C3)C=CC(=O)O2. Cell line: A549. Synergy scores: CSS=-1.97, Synergy_ZIP=0.635, Synergy_Bliss=-1.76, Synergy_Loewe=-0.926, Synergy_HSA=-3.81. (4) Drug 1: CC1C(C(CC(O1)OC2CC(OC(C2O)C)OC3=CC4=CC5=C(C(=O)C(C(C5)C(C(=O)C(C(C)O)O)OC)OC6CC(C(C(O6)C)O)OC7CC(C(C(O7)C)O)OC8CC(C(C(O8)C)O)(C)O)C(=C4C(=C3C)O)O)O)O. Drug 2: CN1C2=C(C=C(C=C2)N(CCCl)CCCl)N=C1CCCC(=O)O.Cl. Cell line: NCI-H226. Synergy scores: CSS=22.8, Synergy_ZIP=0.432, Synergy_Bliss=1.11, Synergy_Loewe=-40.9, Synergy_HSA=0.767. (5) Drug 1: CC1=CC2C(CCC3(C2CCC3(C(=O)C)OC(=O)C)C)C4(C1=CC(=O)CC4)C. Drug 2: C1CN(CCN1C(=O)CCBr)C(=O)CCBr. Cell line: SK-OV-3. Synergy scores: CSS=4.49, Synergy_ZIP=-1.54, Synergy_Bliss=0.637, Synergy_Loewe=0.516, Synergy_HSA=0.423. (6) Drug 1: C(CN)CNCCSP(=O)(O)O. Drug 2: CC1C(C(CC(O1)OC2CC(CC3=C2C(=C4C(=C3O)C(=O)C5=CC=CC=C5C4=O)O)(C(=O)C)O)N)O. Cell line: HL-60(TB). Synergy scores: CSS=41.5, Synergy_ZIP=5.47, Synergy_Bliss=5.49, Synergy_Loewe=-12.9, Synergy_HSA=5.44. (7) Drug 1: COC1=CC(=CC(=C1O)OC)C2C3C(COC3=O)C(C4=CC5=C(C=C24)OCO5)OC6C(C(C7C(O6)COC(O7)C8=CC=CS8)O)O. Drug 2: CCC(=C(C1=CC=CC=C1)C2=CC=C(C=C2)OCCN(C)C)C3=CC=CC=C3.C(C(=O)O)C(CC(=O)O)(C(=O)O)O. Cell line: MDA-MB-231. Synergy scores: CSS=33.9, Synergy_ZIP=-2.32, Synergy_Bliss=2.22, Synergy_Loewe=-16.6, Synergy_HSA=2.61. (8) Drug 1: CC1=C(C(CCC1)(C)C)C=CC(=CC=CC(=CC(=O)O)C)C. Drug 2: CC(C)NC(=O)C1=CC=C(C=C1)CNNC.Cl. Cell line: MCF7. Synergy scores: CSS=15.3, Synergy_ZIP=-5.12, Synergy_Bliss=-2.74, Synergy_Loewe=-6.56, Synergy_HSA=-2.24.